Task: Regression. Given a target protein amino acid sequence and a drug SMILES string, predict the binding affinity score between them. We predict pKd (pKd = -log10(Kd in M); higher means stronger binding). Dataset: davis.. Dataset: Kinase inhibitor binding affinity data with 442 proteins and 68 drugs (Kd values) (1) The drug is Cc1ccc(NC(=O)c2ccc(CN3CCN(C)CC3)cc2)cc1Nc1nc(-c2cccnc2)cs1. The target protein is PFCDPK1(Pfalciparum). The pKd is 5.0. (2) The compound is Cc1ccc(NC(=O)c2ccc(CN3CCN(C)CC3)cc2)cc1Nc1nc(-c2cccnc2)cs1. The target protein (CDKL5) has sequence MKIPNIGNVMNKFEILGVVGEGAYGVVLKCRHKETHEIVAIKKFKDSEENEEVKETTLRELKMLRTLKQENIVELKEAFRRRGKLYLVFEYVEKNMLELLEEMPNGVPPEKVKSYIYQLIKAIHWCHKNDIVHRDIKPENLLISHNDVLKLCDFGFARNLSEGNNANYTEYVATRWYRSPELLLGAPYGKSVDMWSVGCILGELSDGQPLFPGESEIDQLFTIQKVLGPLPSEQMKLFYSNPRFHGLRFPAVNHPQSLERRYLGILNSVLLDLMKNLLKLDPADRYLTEQCLNHPTFQTQRLLDRSPSRSAKRKPYHVESSTLSNRNQAGKSTALQSHHRSNSKDIQNLSVGLPRADEGLPANESFLNGNLAGASLSPLHTKTYQASSQPGSTSKDLTNNNIPHLLSPKEAKSKTEFDFNIDPKPSEGPGTKYLKSNSRSQQNRHSFMESSQSKAGTLQPNEKQSRHSYIDTIPQSSRSPSYRTKAKSHGALSDSKSVSN.... The pKd is 5.0.